Dataset: Catalyst prediction with 721,799 reactions and 888 catalyst types from USPTO. Task: Predict which catalyst facilitates the given reaction. (1) Reactant: [C:1]([C:3]1[CH:4]=[C:5]([O:20][C:21]([F:24])([F:23])[F:22])[CH:6]=[C:7]2[C:12]=1[O:11][CH:10]([C:13]([F:16])([F:15])[F:14])[C:9]([C:17]([OH:19])=[O:18])=[CH:8]2)#[N:2].C(O)(=[O:27])C. Product: [F:14][C:13]([F:16])([F:15])[C:10]([OH:27])=[O:11].[NH2:2][CH2:1][C:3]1[CH:4]=[C:5]([O:20][C:21]([F:24])([F:22])[F:23])[CH:6]=[C:7]2[C:12]=1[O:11][CH:10]([C:13]([F:16])([F:15])[F:14])[C:9]([C:17]([OH:19])=[O:18])=[CH:8]2. The catalyst class is: 45. (2) Reactant: [N:1]1([CH2:5][CH2:6][N:7]2[CH:11]=[C:10]([C:12]3[CH:17]=[CH:16][C:15]([F:18])=[C:14]([CH3:19])[CH:13]=3)[N:9]=[C:8]2[C:20]2([O:26][Si](C(C)(C)C)(C)C)[CH2:25][CH2:24][NH:23][CH2:22][CH2:21]2)[CH2:4][CH2:3][CH2:2]1.C(N(C(C)C)C(C)C)C.[Cl:43][C:44]1[C:45]([NH2:51])=[N:46][CH:47]=[N:48][C:49]=1Cl. Product: [NH2:51][C:45]1[N:46]=[CH:47][N:48]=[C:49]([N:23]2[CH2:22][CH2:21][C:20]([C:8]3[N:7]([CH2:6][CH2:5][N:1]4[CH2:4][CH2:3][CH2:2]4)[CH:11]=[C:10]([C:12]4[CH:17]=[CH:16][C:15]([F:18])=[C:14]([CH3:19])[CH:13]=4)[N:9]=3)([OH:26])[CH2:25][CH2:24]2)[C:44]=1[Cl:43]. The catalyst class is: 10. (3) Reactant: [NH2:1][C:2](=[S:12])[CH2:3][NH:4][C:5](=[O:11])[O:6][C:7]([CH3:10])([CH3:9])[CH3:8].[Cl:13][CH2:14][C:15]([CH2:17]Cl)=O. Product: [Cl:13][CH2:14][C:15]1[N:1]=[C:2]([CH2:3][NH:4][C:5](=[O:11])[O:6][C:7]([CH3:9])([CH3:8])[CH3:10])[S:12][CH:17]=1. The catalyst class is: 8. (4) Reactant: [O:1]=[S:2]1(=[O:49])[CH2:7][CH2:6][N:5]([CH2:8][CH2:9][NH:10][C@:11]23[CH2:45][CH2:44][C@@H:43]([C:46]([CH3:48])=[CH2:47])[C@@H:12]2[C@@H:13]2[C@@:26]([CH3:29])([CH2:27][CH2:28]3)[C@@:25]3([CH3:30])[C@@H:16]([C@:17]4([CH3:42])[C@@H:22]([CH2:23][CH2:24]3)[C:21]([CH3:32])([CH3:31])[C:20]([C:33]3[CH:41]=[CH:40][C:36]([C:37]([OH:39])=[O:38])=[CH:35][CH:34]=3)=[CH:19][CH2:18]4)[CH2:15][CH2:14]2)[CH2:4][CH2:3]1.[H][H]. Product: [O:49]=[S:2]1(=[O:1])[CH2:7][CH2:6][N:5]([CH2:8][CH2:9][NH:10][C@:11]23[CH2:45][CH2:44][C@@H:43]([CH:46]([CH3:47])[CH3:48])[C@@H:12]2[C@@H:13]2[C@@:26]([CH3:29])([CH2:27][CH2:28]3)[C@@:25]3([CH3:30])[C@@H:16]([C@:17]4([CH3:42])[C@@H:22]([CH2:23][CH2:24]3)[C:21]([CH3:32])([CH3:31])[C:20]([C:33]3[CH:41]=[CH:40][C:36]([C:37]([OH:39])=[O:38])=[CH:35][CH:34]=3)=[CH:19][CH2:18]4)[CH2:15][CH2:14]2)[CH2:4][CH2:3]1. The catalyst class is: 381. (5) Reactant: [CH3:1][C:2]1([CH3:18])[C:14]2[CH:13]=[C:12](B(O)O)[CH:11]=[CH:10][C:9]=2[C:8]2[C:3]1=[CH:4][CH:5]=[CH:6][CH:7]=2.[Br:19][C:20]1[CH:25]=[C:24]([Cl:26])[CH:23]=[C:22](Br)[CH:21]=1.C([O-])([O-])=O.[K+].[K+]. Product: [Br:19][C:20]1[CH:21]=[C:22]([C:12]2[CH:11]=[CH:10][C:9]3[C:8]4[C:3](=[CH:4][CH:5]=[CH:6][CH:7]=4)[C:2]([CH3:18])([CH3:1])[C:14]=3[CH:13]=2)[CH:23]=[C:24]([Cl:26])[CH:25]=1. The catalyst class is: 398. (6) Reactant: [CH:1]([C:3]1[S:7][C:6]([NH:8][C:9](=[O:15])[O:10][C:11]([CH3:14])([CH3:13])[CH3:12])=[N:5][CH:4]=1)=[O:2].CN(C=O)C.[H-].[Na+].[C:23]([O:27][C:28]([NH:30][C@@H:31]([CH2:36][CH2:37]I)[C:32]([O:34][CH3:35])=[O:33])=[O:29])([CH3:26])([CH3:25])[CH3:24]. Product: [C:11]([O:10][C:9]([N:8]([C:6]1[S:7][C:3]([CH:1]=[O:2])=[CH:4][N:5]=1)[CH2:37][CH2:36][C@H:31]([NH:30][C:28]([O:27][C:23]([CH3:24])([CH3:26])[CH3:25])=[O:29])[C:32]([O:34][CH3:35])=[O:33])=[O:15])([CH3:12])([CH3:14])[CH3:13]. The catalyst class is: 13. (7) Reactant: C([BH3-])#N.[NH2:4][C:5]1[CH:10]=[C:9]([S:11]([CH3:14])(=[O:13])=[O:12])[C:8]([CH3:15])=[CH:7][C:6]=1[OH:16].[CH2:17]([O:20][C@H:21]1[CH2:26][CH2:25][C@H:24]([N:27]2[CH2:32][CH2:31][C:30](=O)[CH2:29][CH2:28]2)[CH2:23][CH2:22]1)[CH2:18][CH3:19].C(O)(=O)C. Product: [CH3:15][C:8]1[C:9]([S:11]([CH3:14])(=[O:13])=[O:12])=[CH:10][C:5]([NH:4][CH:30]2[CH2:29][CH2:28][N:27]([C@H:24]3[CH2:25][CH2:26][C@H:21]([O:20][CH2:17][CH2:18][CH3:19])[CH2:22][CH2:23]3)[CH2:32][CH2:31]2)=[C:6]([OH:16])[CH:7]=1. The catalyst class is: 1. (8) Reactant: [NH:1]([C:8]1[CH:20]=[C:19]([CH2:21][CH2:22][C:23]2[CH:28]=[CH:27][CH:26]=[C:25]([O:29][CH3:30])[CH:24]=2)[CH:18]=[CH:17][C:9]=1[C:10]([O:12]C(C)(C)C)=[O:11])[C:2]1[CH:7]=[CH:6][CH:5]=[CH:4][CH:3]=1. Product: [NH:1]([C:8]1[CH:20]=[C:19]([CH2:21][CH2:22][C:23]2[CH:28]=[CH:27][CH:26]=[C:25]([O:29][CH3:30])[CH:24]=2)[CH:18]=[CH:17][C:9]=1[C:10]([OH:12])=[O:11])[C:2]1[CH:7]=[CH:6][CH:5]=[CH:4][CH:3]=1. The catalyst class is: 55.